From a dataset of Reaction yield outcomes from USPTO patents with 853,638 reactions. Predict the reaction yield, written as a fraction of the theoretical maximum amount of product (1.0 means a 100% yield; for example, 0.34 means a 34% yield). (1) The reactants are [C:1]([C:5]1[S:9][C:8]([NH:10][C:11]([NH:13][C:14]2[CH:19]=[C:18]([C:20]3[C:31](=[O:32])[N:30]([CH3:33])[C:23]4[N:24]=[C:25](SC)[N:26]=[CH:27][C:22]=4[CH:21]=3)[C:17]([CH3:34])=[CH:16][C:15]=2[F:35])=[O:12])=[N:7][N:6]=1)([CH3:4])([CH3:3])[CH3:2].[CH3:36][NH2:37].C1COCC1. No catalyst specified. The product is [C:1]([C:5]1[S:9][C:8]([NH:10][C:11]([NH:13][C:14]2[CH:19]=[C:18]([C:20]3[C:31](=[O:32])[N:30]([CH3:33])[C:23]4[N:24]=[C:25]([NH:37][CH3:36])[N:26]=[CH:27][C:22]=4[CH:21]=3)[C:17]([CH3:34])=[CH:16][C:15]=2[F:35])=[O:12])=[N:7][N:6]=1)([CH3:2])([CH3:3])[CH3:4]. The yield is 0.930. (2) The reactants are [Br:1]Br.[CH:3]1[C:20]2[C:7](=[C:8]3[C:17](=[CH:18][CH:19]=2)[C:16]2[C:11](=[CH:12][CH:13]=[CH:14][CH:15]=2)[S:10](=[O:22])(=[O:21])[NH:9]3)[N:6]=[CH:5][CH:4]=1.C(Cl)(Cl)Cl. The catalyst is O1CCOCC1.C(Cl)(Cl)Cl. The product is [Br:1][C:19]1[CH:18]=[C:17]2[C:8](=[C:7]3[C:20]=1[CH:3]=[CH:4][CH:5]=[N:6]3)[NH:9][S:10](=[O:21])(=[O:22])[C:11]1[C:16]2=[CH:15][CH:14]=[CH:13][CH:12]=1. The yield is 0.640. (3) The reactants are [F:1][C:2]1[CH:7]=[C:6]([I:8])[CH:5]=[CH:4][C:3]=1[N:9]([C:17]1[N:18]([CH3:34])[C:19](=[O:33])[CH:20]=[CH:21][C:22]=1[NH:23][S:24]([C:27]1([CH2:30][CH:31]=[O:32])[CH2:29][CH2:28]1)(=[O:26])=[O:25])[C:10](=[O:16])[O:11][C:12]([CH3:15])([CH3:14])[CH3:13].[BH4-].[Na+]. The catalyst is CO. The product is [F:1][C:2]1[CH:7]=[C:6]([I:8])[CH:5]=[CH:4][C:3]=1[N:9]([C:17]1[N:18]([CH3:34])[C:19](=[O:33])[CH:20]=[CH:21][C:22]=1[NH:23][S:24]([C:27]1([CH2:30][CH2:31][OH:32])[CH2:29][CH2:28]1)(=[O:26])=[O:25])[C:10](=[O:16])[O:11][C:12]([CH3:15])([CH3:14])[CH3:13]. The yield is 0.790. (4) The reactants are [C:1]([O:5][C:6]([N:8]1[CH2:13][CH2:12][N:11]([C:14]2[C:19](Cl)=[N:18][CH:17]=[CH:16][N:15]=2)[CH2:10][CH2:9]1)=[O:7])([CH3:4])([CH3:3])[CH3:2].[C:21]1(B(O)O)[CH:26]=[CH:25][CH:24]=[CH:23][CH:22]=1.C(=O)([O-])[O-].[K+].[K+]. The catalyst is CN(C)C(=O)C.O.[Pd].C1(P(C2C=CC=CC=2)C2C=CC=CC=2)C=CC=CC=1.C1(P(C2C=CC=CC=2)C2C=CC=CC=2)C=CC=CC=1.C1(P(C2C=CC=CC=2)C2C=CC=CC=2)C=CC=CC=1.C1(P(C2C=CC=CC=2)C2C=CC=CC=2)C=CC=CC=1. The product is [C:1]([O:5][C:6]([N:8]1[CH2:13][CH2:12][N:11]([C:14]2[C:19]([C:21]3[CH:26]=[CH:25][CH:24]=[CH:23][CH:22]=3)=[N:18][CH:17]=[CH:16][N:15]=2)[CH2:10][CH2:9]1)=[O:7])([CH3:4])([CH3:3])[CH3:2]. The yield is 0.870. (5) The product is [Cl:19][C:20]1[CH:21]=[C:22]([CH:23]([OH:24])[CH2:14][C:13]([O:16][CH2:17][CH3:18])=[O:15])[CH:25]=[CH:26][CH:27]=1. The catalyst is C1COCC1. The reactants are C(NC(C)C)(C)C.C([Li])CCC.[C:13]([O:16][CH2:17][CH3:18])(=[O:15])[CH3:14].[Cl:19][C:20]1[CH:21]=[C:22]([CH:25]=[CH:26][CH:27]=1)[CH:23]=[O:24]. The yield is 0.990.